This data is from Full USPTO retrosynthesis dataset with 1.9M reactions from patents (1976-2016). The task is: Predict the reactants needed to synthesize the given product. (1) Given the product [Br:5][CH2:1][C:34]1[S:35][C:31]([C:25]2[CH:30]=[CH:29][CH:28]=[CH:27][CH:26]=2)=[CH:32][N:33]=1, predict the reactants needed to synthesize it. The reactants are: [C:1]([Br:5])(Br)(Br)Br.C1C=CC(P(C2C=CC=CC=2)C2C=CC=CC=2)=CC=1.[C:25]1([C:31]2[S:35][C:34](CO)=[N:33][CH:32]=2)[CH:30]=[CH:29][CH:28]=[CH:27][CH:26]=1. (2) Given the product [CH3:23][C:18]1[N:19]=[CH:20][CH:21]=[C:22]2[C:17]=1[CH:16]=[CH:15][C:14]([O:9][CH2:8][CH2:7][N:1]1[CH2:6][CH2:5][CH2:4][CH2:3][CH2:2]1)=[N:13]2, predict the reactants needed to synthesize it. The reactants are: [N:1]1([CH2:7][CH2:8][OH:9])[CH2:6][CH2:5][CH2:4][CH2:3][CH2:2]1.[H-].[Na+].[Cl-].[N:13]1[C:22]2[C:17](=[CH:18][N:19]=[CH:20][CH:21]=2)[CH:16]=[CH:15][CH:14]=1.[CH3:23]N(C=O)C. (3) Given the product [CH2:1]([O:3][C:4](=[O:24])[C:5]1[CH:10]=[CH:9][CH:8]=[C:7]([N:11]2[C:15]([CH3:16])=[CH:14][CH:13]=[C:12]2[C:17]2[CH:22]=[CH:21][CH:20]=[CH:19][C:18]=2[O:23][CH2:34][C:33]2[CH:36]=[CH:37][C:38]([F:40])=[CH:39][C:32]=2[Cl:31])[CH:6]=1)[CH3:2], predict the reactants needed to synthesize it. The reactants are: [CH2:1]([O:3][C:4](=[O:24])[C:5]1[CH:10]=[CH:9][CH:8]=[C:7]([N:11]2[C:15]([CH3:16])=[CH:14][CH:13]=[C:12]2[C:17]2[CH:22]=[CH:21][CH:20]=[CH:19][C:18]=2[OH:23])[CH:6]=1)[CH3:2].C([O-])([O-])=O.[K+].[K+].[Cl:31][C:32]1[CH:39]=[C:38]([F:40])[CH:37]=[CH:36][C:33]=1[CH2:34]Br. (4) Given the product [CH3:17][N:18]([CH2:12][C:13]1[C:15]2[C:9](=[CH:21][CH:20]=[CH:19][CH:16]=2)[N:8]([CH3:7])[CH:14]=1)[C:1](=[O:5])[CH:2]=[CH2:3], predict the reactants needed to synthesize it. The reactants are: [C:1]([OH:5])(=O)[CH:2]=[CH2:3].Cl.[CH3:7][N:8]1[CH2:14][C:13]2[CH:15]=[C:16](/[CH:19]=[CH:20]/[C:21](O)=O)[CH:17]=[N:18][C:12]=2NC(=O)[CH2:9]1.CNCC1C2C(=CC=CC=2)N(C)C=1.CNCC1C=CC2C(=CC=CC=2)C=1CCC. (5) Given the product [ClH:1].[ClH:30].[ClH:1].[Cl:46][C:33]1[CH:34]=[C:35]([C:2]2[N:3]=[C:4]3[C:9](=[CH:10][CH:11]=2)[N:8]=[CH:7][C:6]([C:12](=[O:14])[CH3:13])=[C:5]3[NH:15][C@H:16]2[CH2:17][CH2:18][C@H:19]([CH2:22][N:23]3[CH2:24][CH2:25][N:26]([CH3:29])[CH2:27][CH2:28]3)[CH2:20][CH2:21]2)[CH:36]=[C:31]([Cl:30])[C:32]=1[OH:47], predict the reactants needed to synthesize it. The reactants are: [Cl:1][C:2]1[N:3]=[C:4]2[C:9](=[CH:10][CH:11]=1)[N:8]=[CH:7][C:6]([C:12](=[O:14])[CH3:13])=[C:5]2[NH:15][CH:16]1[CH2:21][CH2:20][CH:19]([CH2:22][N:23]2[CH2:28][CH2:27][N:26]([CH3:29])[CH2:25][CH2:24]2)[CH2:18][CH2:17]1.[Cl:30][C:31]1[CH:36]=[C:35](B2OC(C)(C)C(C)(C)O2)[CH:34]=[C:33]([Cl:46])[C:32]=1[OH:47]. (6) Given the product [Br:12][C:5]1[C:6]2[C:11](=[CH:10][CH:9]=[CH:8][CH:7]=2)[C:2]([C:20]2([OH:22])[CH2:21][O:18][CH2:19]2)=[CH:3][CH:4]=1, predict the reactants needed to synthesize it. The reactants are: Br[C:2]1[C:11]2[C:6](=[CH:7][CH:8]=[CH:9][CH:10]=2)[C:5]([Br:12])=[CH:4][CH:3]=1.[Li]CCCC.[O:18]1[CH2:21][C:20](=[O:22])[CH2:19]1.